Dataset: Full USPTO retrosynthesis dataset with 1.9M reactions from patents (1976-2016). Task: Predict the reactants needed to synthesize the given product. (1) Given the product [F:20][C:21]([F:34])([F:33])[S:22]([O:1][C:2]1[CH:3]=[C:4]([CH3:12])[C:5]([C:9](=[O:11])[CH3:10])=[C:6]([CH3:8])[CH:7]=1)(=[O:24])=[O:23], predict the reactants needed to synthesize it. The reactants are: [OH:1][C:2]1[CH:7]=[C:6]([CH3:8])[C:5]([C:9](=[O:11])[CH3:10])=[C:4]([CH3:12])[CH:3]=1.C(N(CC)CC)C.[F:20][C:21]([F:34])([F:33])[S:22](O[S:22]([C:21]([F:34])([F:33])[F:20])(=[O:24])=[O:23])(=[O:24])=[O:23].O. (2) Given the product [F:24][C:25]([F:36])([F:35])[C:26]1[CH:31]=[CH:30][C:29]([C:2]2[CH:3]=[CH:4][C:5]3[O:9][C:8]([CH:10]4[CH2:11][CH2:12][N:13]([C:16]([O:18][C:19]([CH3:20])([CH3:21])[CH3:22])=[O:17])[CH2:14][CH2:15]4)=[N:7][C:6]=3[CH:23]=2)=[CH:28][CH:27]=1, predict the reactants needed to synthesize it. The reactants are: Br[C:2]1[CH:3]=[CH:4][C:5]2[O:9][C:8]([CH:10]3[CH2:15][CH2:14][N:13]([C:16]([O:18][C:19]([CH3:22])([CH3:21])[CH3:20])=[O:17])[CH2:12][CH2:11]3)=[N:7][C:6]=2[CH:23]=1.[F:24][C:25]([F:36])([F:35])[C:26]1[CH:31]=[CH:30][C:29](B(O)O)=[CH:28][CH:27]=1. (3) Given the product [F:16][C:14]1[CH:15]=[C:7]([CH:26]=[O:27])[C:8]2[CH:9]=[N:10][N:11]([CH:17]3[CH2:22][CH2:21][CH2:20][CH2:19][O:18]3)[C:12]=2[CH:13]=1, predict the reactants needed to synthesize it. The reactants are: C([Li])CCC.Br[C:7]1[CH:15]=[C:14]([F:16])[CH:13]=[C:12]2[C:8]=1[CH:9]=[N:10][N:11]2[CH:17]1[CH2:22][CH2:21][CH2:20][CH2:19][O:18]1.CN([CH:26]=[O:27])C. (4) Given the product [CH3:1][N:2]1[C:7]2=[N:8][C:9]([NH:12][C:13]3[CH:14]=[CH:15][C:16]([N:19]4[CH:23]=[CH:22][CH:21]=[N:20]4)=[CH:17][CH:18]=3)=[N:10][CH:11]=[C:6]2[CH:5]=[N:4][C:3]1=[O:24], predict the reactants needed to synthesize it. The reactants are: [CH3:1][N:2]1[C:7]2=[N:8][C:9]([NH:12][C:13]3[CH:18]=[CH:17][C:16]([N:19]4[CH:23]=[CH:22][CH:21]=[N:20]4)=[CH:15][CH:14]=3)=[N:10][CH:11]=[C:6]2[CH2:5][NH:4][C:3]1=[O:24].FC(F)(F)C(O)=O.CC(C)([O-])C.[K+]. (5) Given the product [F:30][C:21]1[CH:20]=[CH:25][C:24]([S:26]([CH3:29])(=[O:28])=[O:27])=[CH:23][C:22]=1[B:9]1[O:10][C:11]([CH3:16])([CH3:17])[C:12]([CH3:14])([CH3:15])[O:13]1, predict the reactants needed to synthesize it. The reactants are: [CH3:16][C:11]1([CH3:17])[C:12]([CH3:15])([CH3:14])[O:13][B:9]([B:9]2[O:13][C:12]([CH3:15])([CH3:14])[C:11]([CH3:17])([CH3:16])[O:10]2)[O:10]1.Br[C:20]1[CH:25]=[C:24]([S:26]([CH3:29])(=[O:28])=[O:27])[CH:23]=[CH:22][C:21]=1[F:30].C([O-])(=O)C.[K+].CS(C)=O. (6) Given the product [NH2:1][C:2]1[C:3]([C:11]2[O:10][CH:14]=[CH:13][CH:12]=2)=[N:4][C:5]([Cl:8])=[CH:6][CH:7]=1, predict the reactants needed to synthesize it. The reactants are: [NH2:1][C:2]1[C:3](I)=[N:4][C:5]([Cl:8])=[CH:6][CH:7]=1.[O:10]1[CH:14]=[CH:13][CH:12]=[C:11]1B(O)O.C(=O)([O-])[O-].[Na+].[Na+].C1(C)C=CC=CC=1. (7) Given the product [C:33](=[C:34]([C:35](=[O:36])[CH3:37])[C:13]([C@H:12]1[CH2:16][CH2:17][CH2:18][N:11]1[C:1]([O:3][CH2:4][C:5]1[CH:6]=[CH:7][CH:8]=[CH:9][CH:10]=1)=[O:2])=[O:15])=[O:38], predict the reactants needed to synthesize it. The reactants are: [C:1]([N:11]1[CH2:18][CH2:17][CH2:16][C@@H:12]1[C:13]([OH:15])=O)([O:3][CH2:4][C:5]1[CH:10]=[CH:9][CH:8]=[CH:7][CH:6]=1)=[O:2].C(Cl)(=O)C(Cl)=O.CN(C)C=O.[Cl-].[Mg+2].[Cl-].[C:33](OC(C)(C)C)(=[O:38])[CH2:34][C:35]([CH3:37])=[O:36].N1C=CC=CC=1. (8) The reactants are: [H-].[Na+].[F:3][C:4]1[CH:13]=[CH:12][CH:11]=[C:10]2[C:5]=1[NH:6][CH2:7][C:8](=[O:14])[NH:9]2.[CH3:15][O:16][CH2:17][CH2:18]Br.[I-].[Na+]. Given the product [F:3][C:4]1[CH:13]=[CH:12][CH:11]=[C:10]2[C:5]=1[NH:6][CH2:7][C:8](=[O:14])[N:9]2[CH2:18][CH2:17][O:16][CH3:15], predict the reactants needed to synthesize it. (9) Given the product [Br:1][C:2]1[CH:3]=[N:4][C:5]2[N:6]([N:8]=[C:9]([C:11]([N:13]3[CH2:18][CH2:17][C:16]4[O:25][C:20]([CH3:19])=[N:21][C:15]=4[CH:14]3[CH3:22])=[O:12])[CH:10]=2)[CH:7]=1, predict the reactants needed to synthesize it. The reactants are: [Br:1][C:2]1[CH:3]=[N:4][C:5]2[N:6]([N:8]=[C:9]([C:11]([N:13]3[CH2:18][CH2:17][C:16]4[CH:19]=[CH:20][NH:21][C:15]=4[CH:14]3[CH3:22])=[O:12])[CH:10]=2)[CH:7]=1.CC1[O:25]C2CCNC(C)C=2N=1. (10) Given the product [Br-:6].[F:1][C:2]([F:16])([F:15])[C:3]1[CH:10]=[CH:9][CH:8]=[C:7]([C:11]([F:14])([F:13])[F:12])[C:4]=1[CH2:5][P+:23]([C:24]1[CH:25]=[CH:26][CH:27]=[CH:28][CH:29]=1)([C:30]1[CH:35]=[CH:34][CH:33]=[CH:32][CH:31]=1)[C:17]1[CH:18]=[CH:19][CH:20]=[CH:21][CH:22]=1, predict the reactants needed to synthesize it. The reactants are: [F:1][C:2]([F:16])([F:15])[C:3]1[CH:10]=[CH:9][CH:8]=[C:7]([C:11]([F:14])([F:13])[F:12])[C:4]=1[CH2:5][Br:6].[C:17]1([P:23]([C:30]2[CH:35]=[CH:34][CH:33]=[CH:32][CH:31]=2)[C:24]2[CH:29]=[CH:28][CH:27]=[CH:26][CH:25]=2)[CH:22]=[CH:21][CH:20]=[CH:19][CH:18]=1.